Dataset: Full USPTO retrosynthesis dataset with 1.9M reactions from patents (1976-2016). Task: Predict the reactants needed to synthesize the given product. Given the product [C:36]([O:44][C:45]1([CH2:23][C:24]2[CH:25]=[C:26]([O:34][CH3:35])[C:27]([O:32][CH3:33])=[C:28]([O:30][CH3:31])[CH:29]=2)[C:53]2[C:48](=[CH:49][CH:50]=[C:51]([Cl:54])[CH:52]=2)[N:47]([CH2:55][CH:56]([CH3:57])[CH3:58])[C:46]1=[O:59])(=[O:43])[C:37]1[CH:42]=[CH:41][CH:40]=[CH:39][CH:38]=1, predict the reactants needed to synthesize it. The reactants are: C(OC1([CH2:23][C:24]2[CH:29]=[C:28]([O:30][CH3:31])[C:27]([O:32][CH3:33])=[C:26]([O:34][CH3:35])[CH:25]=2)C2C(=CC=C(C)C=2)N(CC)C1=O)(=O)C1C=CC=CC=1.[C:36]([O:44][CH:45]1[C:53]2[C:48](=[CH:49][CH:50]=[C:51]([Cl:54])[CH:52]=2)[N:47]([CH2:55][CH:56]([CH3:58])[CH3:57])[C:46]1=[O:59])(=[O:43])[C:37]1[CH:42]=[CH:41][CH:40]=[CH:39][CH:38]=1.